Dataset: Catalyst prediction with 721,799 reactions and 888 catalyst types from USPTO. Task: Predict which catalyst facilitates the given reaction. (1) Reactant: [NH2:1][C:2]1[CH:7]=[CH:6][C:5]([C:8]([F:11])([F:10])[F:9])=[CH:4][C:3]=1[Br:12].[C:13]1([CH3:23])[CH:18]=[CH:17][C:16]([S:19](Cl)(=[O:21])=[O:20])=[CH:15][CH:14]=1.C([O-])([O-])=O.[K+].[K+]. Product: [Br:12][C:3]1[CH:4]=[C:5]([C:8]([F:9])([F:10])[F:11])[CH:6]=[CH:7][C:2]=1[NH:1][S:19]([C:16]1[CH:17]=[CH:18][C:13]([CH3:23])=[CH:14][CH:15]=1)(=[O:21])=[O:20]. The catalyst class is: 17. (2) Reactant: C([O:8][C:9]1[C:14]([Cl:15])=[CH:13][C:12]([C:16]([N:18]2[C:27]3[C:22](=[CH:23][CH:24]=[CH:25][CH:26]=3)[N:21]([CH3:28])[CH2:20][CH2:19]2)=[O:17])=[CH:11][C:10]=1[Cl:29])C1C=CC=CC=1. Product: [Cl:29][C:10]1[CH:11]=[C:12]([C:16]([N:18]2[C:27]3[C:22](=[CH:23][CH:24]=[CH:25][CH:26]=3)[N:21]([CH3:28])[CH2:20][CH2:19]2)=[O:17])[CH:13]=[C:14]([Cl:15])[C:9]=1[OH:8]. The catalyst class is: 457.